This data is from Full USPTO retrosynthesis dataset with 1.9M reactions from patents (1976-2016). The task is: Predict the reactants needed to synthesize the given product. (1) Given the product [F:24][C:21]1[CH:22]=[CH:23][C:18]([N:15]2[CH:16]=[CH:17][C:12]3=[N:11][C:10]([CH2:9][O:7][C:1]4[CH:6]=[CH:5][CH:4]=[CH:3][CH:2]=4)=[CH:26][N:13]3[C:14]2=[O:25])=[CH:19][CH:20]=1, predict the reactants needed to synthesize it. The reactants are: [C:1]1([OH:7])[CH:6]=[CH:5][CH:4]=[CH:3][CH:2]=1.Cl[CH2:9][C:10]1[N:11]=[C:12]2[CH:17]=[CH:16][N:15]([C:18]3[CH:23]=[CH:22][C:21]([F:24])=[CH:20][CH:19]=3)[C:14](=[O:25])[N:13]2[CH:26]=1.C([O-])([O-])=O.[K+].[K+]. (2) Given the product [CH3:13][CH2:12][O:16][C:39]1[CH:40]=[C:41]([CH:42]([OH:43])[C:3]([OH:4])=[O:9])[CH:44]=[CH:45][C:38]=1[OH:37], predict the reactants needed to synthesize it. The reactants are: C/C(/C)=[C:3](/[O:9]C)\[O:4][Si](C)(C)C.[C:12](O[Si](C)(C)C)(=[O:16])[C:13](C)=C.C(OCC(CC)CCCC)(=O)C(C)=C.C[O:37][C:38]1[CH:45]=[CH:44][C:41]([CH:42]=[O:43])=[CH:40][CH:39]=1.